This data is from Catalyst prediction with 721,799 reactions and 888 catalyst types from USPTO. The task is: Predict which catalyst facilitates the given reaction. (1) Reactant: [Na+].[CH2:2]([N:9]1[CH2:14][CH2:13][C:12]([NH:18][C:19]2[CH:24]=[CH:23][CH:22]=[CH:21][CH:20]=2)([C:15]([O-:17])=[O:16])[CH2:11][CH2:10]1)[C:3]1[CH:8]=[CH:7][CH:6]=[CH:5][CH:4]=1.[C:25](O[C:25](=[O:32])[C:26]1[CH:31]=[CH:30][CH:29]=[CH:28][CH:27]=1)(=[O:32])[C:26]1[CH:31]=[CH:30][CH:29]=[CH:28][CH:27]=1.C(N(CC)CC)C.[CH2:49](O)[C:50]1[CH:55]=[CH:54][CH:53]=[CH:52][CH:51]=1. Product: [CH2:49]([O:16][C:15]([C:12]1([N:18]([C:25](=[O:32])[C:26]2[CH:27]=[CH:28][CH:29]=[CH:30][CH:31]=2)[C:19]2[CH:24]=[CH:23][CH:22]=[CH:21][CH:20]=2)[CH2:11][CH2:10][N:9]([CH2:2][C:3]2[CH:4]=[CH:5][CH:6]=[CH:7][CH:8]=2)[CH2:14][CH2:13]1)=[O:17])[C:50]1[CH:55]=[CH:54][CH:53]=[CH:52][CH:51]=1. The catalyst class is: 84. (2) Reactant: [F:1][C:2]([F:47])([F:46])[C:3]([C:27]1[N:31](COCC[Si](C)(C)C)[C:30]2[CH:40]=[CH:41][C:42]([C:44]#[N:45])=[CH:43][C:29]=2[N:28]=1)(O)[C:4]1[C:12]([S:13][CH3:14])=[CH:11][C:10]([CH3:15])=[C:9]2[C:5]=1[CH:6]=[CH:7][N:8]2[S:16]([C:19]1[CH:25]=[CH:24][C:22]([CH3:23])=[CH:21][CH:20]=1)(=[O:18])=[O:17].FC(F)(F)C(C1N(COCC[Si](C)(C)C)C2C=C(C#N)C=CC=2N=1)(O)C1C(SC)=CC(C)=C2C=1C=[CH:54][N:55]2S(C1C=CC(C)=CC=1)(=O)=O.Cl.S(Cl)(Cl)=O.CN. Product: [F:47][C:2]([F:46])([F:1])[C:3]([C:27]1[NH:31][C:30]2[CH:40]=[CH:41][C:42]([C:44]#[N:45])=[CH:43][C:29]=2[N:28]=1)([C:4]1[C:12]([S:13][CH3:14])=[CH:11][C:10]([CH3:15])=[C:9]2[C:5]=1[CH:6]=[CH:7][N:8]2[S:16]([C:19]1[CH:25]=[CH:24][C:22]([CH3:23])=[CH:21][CH:20]=1)(=[O:18])=[O:17])[NH:55][CH3:54]. The catalyst class is: 3. (3) Reactant: [C:1]([C:3]1[CH:8]=[CH:7][C:6]([S:9](Cl)(=[O:11])=[O:10])=[CH:5][CH:4]=1)#[N:2].Cl.[CH2:14]1[C:19]2([CH2:24][CH2:23][CH2:22][NH:21][CH2:20]2)CCC[N:15]1[CH2:25][C@@H:26]([C:28]1[CH:37]=[CH:36][C:31]2[C:32](=[O:35])[O:33][CH2:34][C:30]=2[C:29]=1[CH3:38])[OH:27].CCN(C(C)C)C(C)C. Product: [OH:27][C@H:26]([C:28]1[C:29]([CH3:38])=[C:30]2[C:31](=[CH:36][CH:37]=1)[C:32](=[O:35])[O:33][CH2:34]2)[CH2:25][N:15]1[CH2:14][CH2:19][CH:24]2[CH2:20][N:21]([S:9]([C:6]3[CH:7]=[CH:8][C:3]([C:1]#[N:2])=[CH:4][CH:5]=3)(=[O:11])=[O:10])[CH2:22][CH:23]12. The catalyst class is: 623. (4) Reactant: P(Cl)(Cl)(Cl)=O.[CH3:6][N:7]1[CH2:12][CH2:11][N:10]([CH2:13][CH2:14][O:15][C:16]2[CH:25]=[C:24]3[C:19]([C:20](=O)[NH:21][CH:22]=[N:23]3)=[C:18]([O:27][CH:28]3[CH2:33][CH2:32][O:31][CH2:30][CH2:29]3)[CH:17]=2)[CH2:9][CH2:8]1.C(N(C(C)C)CC)(C)C.C(#N)CCC.[Cl:48][C:49]1[C:54]([NH2:55])=[C:53]2[O:56][CH2:57][O:58][C:52]2=[CH:51][CH:50]=1. Product: [Cl:48][C:49]1[C:54]([NH:55][C:20]2[C:19]3[C:24](=[CH:25][C:16]([O:15][CH2:14][CH2:13][N:10]4[CH2:9][CH2:8][N:7]([CH3:6])[CH2:12][CH2:11]4)=[CH:17][C:18]=3[O:27][CH:28]3[CH2:29][CH2:30][O:31][CH2:32][CH2:33]3)[N:23]=[CH:22][N:21]=2)=[C:53]2[O:56][CH2:57][O:58][C:52]2=[CH:51][CH:50]=1. The catalyst class is: 6. (5) Reactant: [Cl:1][C:2]1[CH:3]=[C:4]([CH:19]=[CH:20][CH:21]=1)[CH2:5][O:6][C:7]1[CH:18]=[CH:17][C:10]2[CH2:11][C:12](=[O:16])[NH:13][CH2:14][CH2:15][C:9]=2[CH:8]=1.[C:22]([O-])(=[O:24])[CH3:23].[Na+].O.ClCCl. Product: [C:22]([N:13]1[CH2:14][CH2:15][C:9]2[CH:8]=[C:7]([O:6][CH2:5][C:4]3[CH:19]=[CH:20][CH:21]=[C:2]([Cl:1])[CH:3]=3)[CH:18]=[CH:17][C:10]=2[CH2:11][C:12]1=[O:16])(=[O:24])[CH3:23]. The catalyst class is: 152. (6) Reactant: F[C:2]1[C:7]([CH:8]2[CH2:13][CH2:12][N:11]([CH3:14])[C:10](=[O:15])[CH2:9]2)=[CH:6][CH:5]=[CH:4][N:3]=1.[N:16]1[CH:21]=[CH:20][CH:19]=[CH:18][C:17]=1[NH:22][C:23]1[CH:28]=[CH:27][C:26]([OH:29])=[CH:25][CH:24]=1.C(=O)([O-])[O-].[Cs+].[Cs+].CN1CCCC1=O. Product: [CH3:14][N:11]1[CH2:12][CH2:13][CH:8]([C:7]2[C:2]([O:29][C:26]3[CH:25]=[CH:24][C:23]([NH:22][C:17]4[CH:18]=[CH:19][CH:20]=[CH:21][N:16]=4)=[CH:28][CH:27]=3)=[N:3][CH:4]=[CH:5][CH:6]=2)[CH2:9][C:10]1=[O:15]. The catalyst class is: 25. (7) Reactant: [CH3:1][O:2][C:3]1[CH:4]=[C:5]([N:12]2[CH2:17][CH2:16][CH:15]([N:18]3[CH2:23][CH2:22][NH:21][CH2:20][CH2:19]3)[CH2:14][CH2:13]2)[CH:6]=[CH:7][C:8]=1[N+:9]([O-:11])=[O:10].[CH3:24][S:25](Cl)(=[O:27])=[O:26]. Product: [CH3:1][O:2][C:3]1[CH:4]=[C:5]([N:12]2[CH2:13][CH2:14][CH:15]([N:18]3[CH2:19][CH2:20][N:21]([S:25]([CH3:24])(=[O:27])=[O:26])[CH2:22][CH2:23]3)[CH2:16][CH2:17]2)[CH:6]=[CH:7][C:8]=1[N+:9]([O-:11])=[O:10]. The catalyst class is: 2. (8) Reactant: [C:1]1([CH:7]([O:13][C:14]2[CH:19]=[CH:18][C:17]([C:20]([F:23])([F:22])[F:21])=[CH:16][CH:15]=2)[CH2:8][CH2:9][CH2:10][CH2:11][NH2:12])[CH:6]=[CH:5][CH:4]=[CH:3][CH:2]=1.C(N(C(C)C)CC)(C)C.Br[CH2:34][CH2:35][CH2:36][CH2:37][CH2:38]Br. Product: [C:1]1([CH:7]([O:13][C:14]2[CH:15]=[CH:16][C:17]([C:20]([F:21])([F:22])[F:23])=[CH:18][CH:19]=2)[CH2:8][CH2:9][CH2:10][CH2:11][N:12]2[CH2:38][CH2:37][CH2:36][CH2:35][CH2:34]2)[CH:6]=[CH:5][CH:4]=[CH:3][CH:2]=1. The catalyst class is: 10. (9) Reactant: C1(P(C2C=CC=CC=2)C2C=CC=CC=2)C=CC=CC=1.II.CCN(CC)CC.[Cl:29][C:30]1[C:31]([CH3:58])=[C:32]([NH:38][C@H:39]([C:54]([OH:57])([CH3:56])[CH3:55])[C:40]([NH:42][NH:43][C:44](=[O:53])[C:45]2[CH:50]=[CH:49][C:48]([C:51]#[N:52])=[CH:47][CH:46]=2)=O)[CH:33]=[CH:34][C:35]=1[C:36]#[N:37]. Product: [Cl:29][C:30]1[C:31]([CH3:58])=[C:32]([NH:38][C@@H:39]([C:40]2[O:53][C:44]([C:45]3[CH:46]=[CH:47][C:48]([C:51]#[N:52])=[CH:49][CH:50]=3)=[N:43][N:42]=2)[C:54]([OH:57])([CH3:55])[CH3:56])[CH:33]=[CH:34][C:35]=1[C:36]#[N:37]. The catalyst class is: 168. (10) Reactant: [CH3:1][O:2][C:3]1[CH:17]=[C:16]([O:18][CH3:19])[CH:15]=[CH:14][C:4]=1[CH2:5][N:6]1[CH2:10][CH2:9][CH:8]([F:11])[S:7]1(=[O:13])=[O:12].C([Li])CCC.[F:25]NS(C1C=CC=CC=1)(=O)=O.[Cl-].[NH4+]. Product: [CH3:1][O:2][C:3]1[CH:17]=[C:16]([O:18][CH3:19])[CH:15]=[CH:14][C:4]=1[CH2:5][N:6]1[CH2:10][CH2:9][C:8]([F:25])([F:11])[S:7]1(=[O:13])=[O:12]. The catalyst class is: 54.